From a dataset of Full USPTO retrosynthesis dataset with 1.9M reactions from patents (1976-2016). Predict the reactants needed to synthesize the given product. (1) Given the product [S:2]1[CH:6]=[CH:5][C:4]2[C:7]([N:11]3[CH2:12][CH2:13][N:14]([CH2:17][CH2:18][CH2:19][CH2:20][O:21][C:22]4[CH:31]=[C:30]5[C:25]([CH:26]=[CH:27][C:28](=[O:32])[NH:29]5)=[CH:24][CH:23]=4)[CH2:15][CH2:16]3)=[CH:8][CH:9]=[CH:10][C:3]1=2, predict the reactants needed to synthesize it. The reactants are: Cl.[S:2]1[CH:6]=[CH:5][C:4]2[C:7]([N:11]3[CH2:16][CH2:15][N:14]([CH2:17][CH2:18][CH2:19][CH2:20][O:21][C:22]4[CH:31]=[C:30]5[C:25]([CH:26]=[CH:27][C:28](=[O:32])[NH:29]5)=[CH:24][CH:23]=4)[CH2:13][CH2:12]3)=[CH:8][CH:9]=[CH:10][C:3]1=2.C(O)C. (2) Given the product [CH3:7][O:6][C:5]1([O:9][CH3:8])[CH2:10][CH2:11][C:2]([CH3:1])([C:12]([O:14][CH3:16])=[O:13])[CH2:3][CH2:4]1, predict the reactants needed to synthesize it. The reactants are: [CH3:1][C:2]1([C:12]([OH:14])=[O:13])[CH2:11][CH2:10][C:5]2([O:9][CH2:8][CH2:7][O:6]2)[CH2:4][CH2:3]1.Cl.[C:16]([O-])(O)=O.[Na+].